Dataset: Reaction yield outcomes from USPTO patents with 853,638 reactions. Task: Predict the reaction yield, written as a fraction of the theoretical maximum amount of product (1.0 means a 100% yield; for example, 0.34 means a 34% yield). (1) The reactants are C(N(CC)CC)C.C1COCC1.[NH2:13][C:14]1[C:15]([S:23][CH3:24])=[N:16][C:17]([CH3:22])=[CH:18][C:19]=1[S:20][CH3:21].[Br:25][CH2:26][CH2:27][CH2:28][C:29](Cl)=[O:30]. The catalyst is O. The product is [Br:25][CH2:26][CH2:27][CH2:28][C:29]([NH:13][C:14]1[C:15]([S:23][CH3:24])=[N:16][C:17]([CH3:22])=[CH:18][C:19]=1[S:20][CH3:21])=[O:30]. The yield is 0.660. (2) The reactants are [Br:1][C:2]1[C:7](=[O:8])[N:6]([C:9]2[CH:10]=[C:11]([CH:20]=[CH:21][C:22]=2[CH3:23])[C:12]([NH:14][CH2:15][C:16](NC)=[O:17])=[O:13])[CH:5]=[N:4][C:3]=1[O:24][CH2:25][C:26]1[CH:31]=[CH:30][C:29]([F:32])=[CH:28][C:27]=1[F:33].C(CN)O.CN1CCOCC1. No catalyst specified. The product is [Br:1][C:2]1[C:7](=[O:8])[N:6]([C:9]2[CH:10]=[C:11]([CH:20]=[CH:21][C:22]=2[CH3:23])[C:12]([NH:14][CH2:15][CH2:16][OH:17])=[O:13])[CH:5]=[N:4][C:3]=1[O:24][CH2:25][C:26]1[CH:31]=[CH:30][C:29]([F:32])=[CH:28][C:27]=1[F:33]. The yield is 0.630. (3) The yield is 1.00. The catalyst is O1CCOCC1. The reactants are Cl.[CH3:2][O:3][C:4](=[O:11])[C@H:5]([CH2:7][CH:8]([CH3:10])[CH3:9])[NH2:6].C([O-])([O-])=O.[Na+].[Na+].[CH2:18]([O:25][C:26](Cl)=[O:27])[C:19]1[CH:24]=[CH:23][CH:22]=[CH:21][CH:20]=1. The product is [CH3:2][O:3][C:4](=[O:11])[C@H:5]([CH2:7][CH:8]([CH3:10])[CH3:9])[NH:6][C:26]([O:25][CH2:18][C:19]1[CH:24]=[CH:23][CH:22]=[CH:21][CH:20]=1)=[O:27]. (4) The reactants are [CH3:1][O:2][C:3]1[C:7]([C:8]([O:10][CH2:11][CH3:12])=[O:9])=[CH:6][NH:5][C:4]=1[C:13]([O:15][CH2:16][CH3:17])=[O:14].[H-].[Na+].[C:20]([O:24][C:25]([N:27]1[CH2:31][CH2:30]OS1(=O)=O)=[O:26])([CH3:23])([CH3:22])[CH3:21]. The catalyst is CN(C=O)C. The product is [C:20]([O:24][C:25]([NH:27][CH2:31][CH2:30][N:5]1[CH:6]=[C:7]([C:8]([O:10][CH2:11][CH3:12])=[O:9])[C:3]([O:2][CH3:1])=[C:4]1[C:13]([O:15][CH2:16][CH3:17])=[O:14])=[O:26])([CH3:23])([CH3:22])[CH3:21]. The yield is 0.980. (5) The product is [CH:1]1[C:10]2[C:5](=[CH:6][CH:7]=[CH:8][CH:9]=2)[CH:4]=[CH:3][C:2]=1[CH2:11][C:12]1[O:13][C:14]([CH3:34])=[C:15]([CH3:33])[C:16]=1[C:17]([C:19]1[CH:20]=[C:21]([CH:30]([CH3:31])[CH3:32])[C:22]([OH:28])=[C:23]([CH:25]([CH3:27])[CH3:26])[CH:24]=1)=[O:18]. The yield is 0.540. The catalyst is C(Cl)Cl. The reactants are [CH:1]1[C:10]2[C:5](=[CH:6][CH:7]=[CH:8][CH:9]=2)[CH:4]=[CH:3][C:2]=1[CH2:11][C:12]1[O:13][C:14]([CH3:34])=[C:15]([CH3:33])[C:16]=1[C:17]([C:19]1[CH:24]=[C:23]([CH:25]([CH3:27])[CH3:26])[C:22]([O:28]C)=[C:21]([CH:30]([CH3:32])[CH3:31])[CH:20]=1)=[O:18].B(Br)(Br)Br.C(Cl)Cl. (6) The reactants are ClC1N=NC(N)=CC=1C.[Cl:10][C:11]1[N:16]=[N:15][C:14]([NH2:17])=[C:13]([CH3:18])[CH:12]=1.Cl[CH:20]([C:26](=O)[CH3:27])[C:21]([O:23][CH2:24][CH3:25])=[O:22]. The catalyst is CCO. The product is [Cl:10][C:11]1[CH:12]=[C:13]([CH3:18])[C:14]2[N:15]([C:20]([C:21]([O:23][CH2:24][CH3:25])=[O:22])=[C:26]([CH3:27])[N:17]=2)[N:16]=1. The yield is 0.100.